From a dataset of Full USPTO retrosynthesis dataset with 1.9M reactions from patents (1976-2016). Predict the reactants needed to synthesize the given product. (1) Given the product [Br:1][C:2]1[N:3]=[C:4]([C:10]([F:13])([F:12])[F:11])[S:5][C:6]=1[C:7]([N:16]([O:17][CH3:18])[CH3:15])=[O:8], predict the reactants needed to synthesize it. The reactants are: [Br:1][C:2]1[N:3]=[C:4]([C:10]([F:13])([F:12])[F:11])[S:5][C:6]=1[C:7](O)=[O:8].Cl.[CH3:15][NH:16][O:17][CH3:18].CN(C(ON1N=NC2C=CC=NC1=2)=[N+](C)C)C.F[P-](F)(F)(F)(F)F.CCN(C(C)C)C(C)C. (2) Given the product [CH3:29][O:30][C:31](=[O:46])[CH:32]([O:41][CH2:42][CH2:43][O:44][CH3:45])[CH2:33][C:34]1[CH:35]=[CH:36][C:37]([O:17][CH2:16][CH2:15][C:12]2[CH:11]=[CH:10][C:9]([NH:8][C:6]([O:5][C:1]([CH3:2])([CH3:3])[CH3:4])=[O:7])=[CH:14][CH:13]=2)=[CH:38][CH:39]=1, predict the reactants needed to synthesize it. The reactants are: [C:1]([O:5][C:6]([N:8](C)[C:9]1[CH:14]=[CH:13][C:12]([CH2:15][CH2:16][O:17]S(C2C=CC(C)=CC=2)(=O)=O)=[CH:11][CH:10]=1)=[O:7])([CH3:4])([CH3:3])[CH3:2].[CH3:29][O:30][C:31](=[O:46])[CH:32]([O:41][CH2:42][CH2:43][O:44][CH3:45])[CH2:33][C:34]1[CH:39]=[CH:38][C:37](O)=[CH:36][CH:35]=1.C(=O)([O-])[O-].[K+].[K+].O. (3) Given the product [C:1]([O:5][C:6]([N:8]1[CH2:12][CH2:11][C@@H:10]([O:13][S:22]([CH3:21])(=[O:24])=[O:23])[CH2:9]1)=[O:7])([CH3:4])([CH3:2])[CH3:3], predict the reactants needed to synthesize it. The reactants are: [C:1]([O:5][C:6]([N:8]1[CH2:12][CH2:11][C@@H:10]([OH:13])[CH2:9]1)=[O:7])([CH3:4])([CH3:3])[CH3:2].C(N(CC)CC)C.[CH3:21][S:22](Cl)(=[O:24])=[O:23]. (4) Given the product [Cl:20][C:4]1[N:3]=[C:2]([I:21])[N:10]=[C:9]2[C:5]=1[N:6]=[CH:7][N:8]2[CH2:11][C:12]1[CH:17]=[CH:16][C:15]([CH2:18][OH:19])=[CH:14][CH:13]=1, predict the reactants needed to synthesize it. The reactants are: N[C:2]1[N:10]=[C:9]2[C:5]([N:6]=[CH:7][N:8]2[CH2:11][C:12]2[CH:17]=[CH:16][C:15]([CH2:18][OH:19])=[CH:14][CH:13]=2)=[C:4]([Cl:20])[N:3]=1.[I:21]CI.N(OCCC(C)C)=O. (5) Given the product [CH2:11]([C:15]1[CH:16]=[CH:17][C:18]([C:21]2[O:25][N:24]=[C:23]([C:26]3[N:27]=[CH:28][C:29]([CH2:32][OH:33])=[N:30][CH:31]=3)[N:22]=2)=[CH:19][CH:20]=1)[CH:12]([CH3:14])[CH3:13], predict the reactants needed to synthesize it. The reactants are: [H-].C([Al+]CC(C)C)C(C)C.[CH2:11]([C:15]1[CH:20]=[CH:19][C:18]([C:21]2[O:25][N:24]=[C:23]([C:26]3[N:27]=[CH:28][C:29]([C:32](OCC)=[O:33])=[N:30][CH:31]=3)[N:22]=2)=[CH:17][CH:16]=1)[CH:12]([CH3:14])[CH3:13]. (6) Given the product [CH3:8][C:9]1[CH:14]=[C:13]([C:15]2[NH:24][C:23](=[O:25])[C:22]3[C:17](=[CH:18][C:19]([O:5][CH2:4][CH2:3][O:2][CH3:1])=[CH:20][C:21]=3[O:26][CH3:27])[N:16]=2)[CH:12]=[C:11]([CH3:29])[N:10]=1, predict the reactants needed to synthesize it. The reactants are: [CH3:1][O:2][CH2:3][CH2:4][OH:5].[H-].[Na+].[CH3:8][C:9]1[CH:14]=[C:13]([C:15]2[NH:24][C:23](=[O:25])[C:22]3[C:17](=[CH:18][C:19](F)=[CH:20][C:21]=3[O:26][CH3:27])[N:16]=2)[CH:12]=[C:11]([CH3:29])[N:10]=1.O. (7) Given the product [CH3:1][C:2]1[C:11]([CH3:12])=[C:10]([CH:26]=[O:27])[C:9]([CH3:13])=[C:8]2[C:3]=1[CH:4]=[CH:5][CH:6]=[N:7]2, predict the reactants needed to synthesize it. The reactants are: [CH3:1][C:2]1[C:11]([CH3:12])=[CH:10][C:9]([CH3:13])=[C:8]2[C:3]=1[CH:4]=[CH:5][CH:6]=[N:7]2.C1N2CN3CN(C2)CN1C3.FC(F)(F)[C:26](O)=[O:27]. (8) Given the product [CH2:1]([O:5][CH2:6][CH2:7][O:8][CH2:9][CH2:10][NH2:12])[CH2:2][CH2:3][CH3:4], predict the reactants needed to synthesize it. The reactants are: [CH2:1]([O:5][CH2:6][CH2:7][O:8][CH2:9][C:10]([NH2:12])=O)[CH2:2][CH2:3][CH3:4].[H-].[Al+3].[Li+].[H-].[H-].[H-].O.S([O-])([O-])(=O)=O.[Na+].[Na+].